This data is from Forward reaction prediction with 1.9M reactions from USPTO patents (1976-2016). The task is: Predict the product of the given reaction. (1) Given the reactants Cl[C:2]1[N:7]=[C:6]([C:8]2[N:12]3[CH:13]=[CH:14][CH:15]=[CH:16][C:11]3=[N:10][C:9]=2[C:17]2[CH:18]=[CH:19][C:20]([O:34][CH3:35])=[C:21]([CH:33]=2)[C:22]([NH:24][C:25]2[C:30]([F:31])=[CH:29][CH:28]=[CH:27][C:26]=2[F:32])=[O:23])[CH:5]=[CH:4][N:3]=1.[CH3:36][O:37][C:38]1[CH:44]=[C:43]([CH:45]2[CH2:50][CH2:49][N:48]([CH2:51][CH:52]([CH3:54])C)[CH2:47][CH2:46]2)[CH:42]=[CH:41][C:39]=1[NH2:40].[C:55]1(C)C=CC(S(O)(=O)=O)=CC=1.C[O-].[Na+], predict the reaction product. The product is: [F:32][C:26]1[CH:27]=[CH:28][CH:29]=[C:30]([F:31])[C:25]=1[NH:24][C:22](=[O:23])[C:21]1[CH:33]=[C:17]([C:9]2[N:10]=[C:11]3[CH:16]=[CH:15][CH:14]=[CH:13][N:12]3[C:8]=2[C:6]2[CH:5]=[CH:4][N:3]=[C:2]([NH:40][C:39]3[CH:41]=[C:42]([CH3:55])[C:43]([CH:45]4[CH2:46][CH2:47][N:48]([CH2:51][CH2:52][CH3:54])[CH2:49][CH2:50]4)=[CH:44][C:38]=3[O:37][CH3:36])[N:7]=2)[CH:18]=[CH:19][C:20]=1[O:34][CH3:35]. (2) Given the reactants [CH3:1][CH:2]1[O:7][CH:6](O)[CH2:5][CH2:4][CH2:3]1.[CH3:9][NH2:10].Cl.[CH3:12][NH2:13].[C-]#N.[Na+], predict the reaction product. The product is: [OH:7][CH:2]([CH3:1])[CH2:3][CH2:4][CH2:5][CH:6]([NH:13][CH3:12])[C:9]#[N:10]. (3) Given the reactants [C:1]([C@@H:4]([N:8]([C:27](=[O:32])[CH2:28][CH2:29][CH2:30][CH3:31])[CH2:9][C:10]1[CH:15]=[CH:14][C:13]([C:16]2[CH:21]=[CH:20][CH:19]=[CH:18][C:17]=2[C:22]2[NH:26][N:25]=[N:24][N:23]=2)=[CH:12][CH:11]=1)[CH:5]([CH3:7])[CH3:6])([OH:3])=[O:2].[OH-].[Mg+2:34].[OH-].CO, predict the reaction product. The product is: [Mg:34].[C:1]([C@@H:4]([N:8]([C:27](=[O:32])[CH2:28][CH2:29][CH2:30][CH3:31])[CH2:9][C:10]1[CH:11]=[CH:12][C:13]([C:16]2[CH:21]=[CH:20][CH:19]=[CH:18][C:17]=2[C:22]2[NH:23][N:24]=[N:25][N:26]=2)=[CH:14][CH:15]=1)[CH:5]([CH3:6])[CH3:7])([OH:3])=[O:2]. (4) Given the reactants [Cl:1][C:2]1[CH:3]=[CH:4][C:5]([OH:27])=[C:6]([C:8]2[CH:13]=[CH:12][N:11]=[C:10]([N:14]3[CH2:19][CH2:18][N:17](C(OC(C)(C)C)=O)[CH2:16][CH2:15]3)[N:9]=2)[CH:7]=1.[Cl:28][C:29]1[C:30](F)=[CH:31][C:32]([F:55])=[C:33]([S:35]([N:38](CC2C=CC(OC)=CC=2OC)[C:39]2[S:40][CH:41]=[N:42][N:43]=2)(=[O:37])=[O:36])[CH:34]=1.C(=O)([O-])[O-].[K+].[K+].[F:63][C:64]([F:69])([F:68])[C:65]([OH:67])=[O:66], predict the reaction product. The product is: [F:63][C:64]([F:69])([F:68])[C:65]([OH:67])=[O:66].[Cl:28][C:29]1[C:30]([O:27][C:5]2[CH:4]=[CH:3][C:2]([Cl:1])=[CH:7][C:6]=2[C:8]2[CH:13]=[CH:12][N:11]=[C:10]([N:14]3[CH2:15][CH2:16][NH:17][CH2:18][CH2:19]3)[N:9]=2)=[CH:31][C:32]([F:55])=[C:33]([S:35]([NH:38][C:39]2[S:40][CH:41]=[N:42][N:43]=2)(=[O:36])=[O:37])[CH:34]=1. (5) Given the reactants [C:1]([C:4]1[CH:26]=[CH:25][C:7]([O:8][C:9]2[CH:18]=[C:17]3[C:12]([CH:13]([C:19]([O:21][CH2:22][CH3:23])=[O:20])[CH2:14][CH2:15][O:16]3)=[CH:11][C:10]=2[Cl:24])=[C:6]([N+:27]([O-])=O)[CH:5]=1)(=[O:3])[NH2:2].[Cl-].[NH4+], predict the reaction product. The product is: [NH2:27][C:6]1[CH:5]=[C:4]([C:1](=[O:3])[NH2:2])[CH:26]=[CH:25][C:7]=1[O:8][C:9]1[CH:18]=[C:17]2[C:12]([CH:13]([C:19]([O:21][CH2:22][CH3:23])=[O:20])[CH2:14][CH2:15][O:16]2)=[CH:11][C:10]=1[Cl:24]. (6) Given the reactants [C:1]([O:5][C:6](=[O:17])[N:7]([CH2:14][CH2:15][OH:16])[C:8]1[CH:13]=[CH:12][CH:11]=[CH:10][CH:9]=1)([CH3:4])([CH3:3])[CH3:2].C1C=C[NH+]=CC=1.C1C=C[NH+]=CC=1.[O-][Cr](O[Cr]([O-])(=O)=O)(=O)=O, predict the reaction product. The product is: [C:1]([O:5][C:6](=[O:17])[N:7]([CH2:14][CH:15]=[O:16])[C:8]1[CH:13]=[CH:12][CH:11]=[CH:10][CH:9]=1)([CH3:4])([CH3:2])[CH3:3]. (7) The product is: [Cl:1][C:2]1[CH:3]=[C:4]2[C:8](=[CH:9][CH:10]=1)[NH:7][CH:6]=[C:5]2[CH2:11][CH2:12][NH:13][C:14](=[O:23])[C:15]1[CH:20]=[CH:19][CH:18]=[C:17]([CH2:21][N:28]2[CH2:29][CH2:30][N:25]([CH3:24])[CH2:26][CH2:27]2)[CH:16]=1. Given the reactants [Cl:1][C:2]1[CH:3]=[C:4]2[C:8](=[CH:9][CH:10]=1)[NH:7][CH:6]=[C:5]2[CH2:11][CH2:12][NH:13][C:14](=[O:23])[C:15]1[CH:20]=[CH:19][CH:18]=[C:17]([CH2:21]Cl)[CH:16]=1.[CH3:24][N:25]1[CH2:30][CH2:29][NH:28][CH2:27][CH2:26]1, predict the reaction product. (8) Given the reactants [CH3:1][N:2]1[C:11](=[O:12])[C:10]2[C:5](=[C:6]([N+:13]([O-])=O)[CH:7]=[CH:8][CH:9]=2)[N:4]=[C:3]1[C:16]1[CH:21]=[CH:20][CH:19]=[C:18]([C:22]([F:25])([F:24])[F:23])[CH:17]=1, predict the reaction product. The product is: [NH2:13][C:6]1[CH:7]=[CH:8][CH:9]=[C:10]2[C:5]=1[N:4]=[C:3]([C:16]1[CH:21]=[CH:20][CH:19]=[C:18]([C:22]([F:25])([F:24])[F:23])[CH:17]=1)[N:2]([CH3:1])[C:11]2=[O:12]. (9) Given the reactants C1(P(C2C=CC=CC=2)C2C=CC=CC=2)C=CC=CC=1.[CH3:20][N:21]1[CH2:25][CH2:24][CH:23]([OH:26])[CH2:22]1.[Cl:27][N:28]([C:36]1[C:45]2[C:40](=[CH:41][C:42]([OH:48])=[C:43]([O:46][CH3:47])[CH:44]=2)[N:39]=[CH:38][N:37]=1)[C:29]1[CH:34]=[CH:33][CH:32]=[CH:31][C:30]=1[F:35].N(C(OCC)=O)=NC(OCC)=O.C(Cl)[Cl:62], predict the reaction product. The product is: [OH2:26].[ClH:27].[Cl:62][C:32]1[CH:33]=[CH:34][C:29]([NH:28][C:36]2[C:45]3[C:40](=[CH:41][C:42]([O:48][CH:23]4[CH2:24][CH2:25][N:21]([CH3:20])[CH2:22]4)=[C:43]([O:46][CH3:47])[CH:44]=3)[N:39]=[CH:38][N:37]=2)=[C:30]([F:35])[CH:31]=1.